From a dataset of Catalyst prediction with 721,799 reactions and 888 catalyst types from USPTO. Predict which catalyst facilitates the given reaction. (1) Reactant: [Cl:1][C:2]1[CH:7]=[CH:6][C:5]([C:8]([CH2:10][O:11][C:12]2[CH:17]=[CH:16][C:15]([O:18][CH3:19])=[CH:14][CH:13]=2)=[CH2:9])=[CH:4][C:3]=1[Cl:20].C(=O)([O-])[OH:22].[Na+]. Product: [Cl:20][C:3]1[CH:4]=[C:5]([C:8]2([CH2:10][O:11][C:12]3[CH:13]=[CH:14][C:15]([O:18][CH3:19])=[CH:16][CH:17]=3)[CH2:9][O:22]2)[CH:6]=[CH:7][C:2]=1[Cl:1]. The catalyst class is: 11. (2) Reactant: [Cl:1][C:2]1[CH:3]=[C:4]([CH2:9][OH:10])[CH:5]=[N:6][C:7]=1Cl.[CH2:11]([Sn]([CH2:11][C:12]1[CH:17]=[CH:16][CH:15]=[CH:14][CH:13]=1)([CH2:11][C:12]1[CH:17]=[CH:16][CH:15]=[CH:14][CH:13]=1)[CH2:11][C:12]1[CH:17]=[CH:16][CH:15]=[CH:14][CH:13]=1)[C:12]1[CH:17]=[CH:16][CH:15]=[CH:14][CH:13]=1.[F-].[K+].O. Product: [CH2:11]([C:7]1[N:6]=[CH:5][C:4]([CH2:9][OH:10])=[CH:3][C:2]=1[Cl:1])[C:12]1[CH:17]=[CH:16][CH:15]=[CH:14][CH:13]=1. The catalyst class is: 3. (3) Reactant: [CH3:1][CH:2]1[CH2:7][CH2:6][CH2:5][CH2:4][CH:3]1[NH:8][C:9]1[N:14]=[C:13]([OH:15])[CH:12]=[CH:11][C:10]=1[N+:16]([O-])=O.[CH3:19]OC(OC)OC.C(O)(C(F)(F)F)=O. Product: [CH3:1][CH:2]1[CH2:7][CH2:6][CH2:5][CH2:4][CH:3]1[N:8]1[C:9]2=[N:14][C:13]([OH:15])=[CH:12][CH:11]=[C:10]2[N:16]=[CH:19]1. The catalyst class is: 94. (4) Reactant: C(O[BH-](OC(=O)C)OC(=O)C)(=O)C.[Na+].[OH:15][C@H:16]1[CH2:36][CH2:35][C@@:34]2([CH3:37])[CH:18]([CH2:19][CH2:20][C:21]3[C:22]4[C@:30]([CH3:38])([CH2:31][CH2:32][C:33]=32)[C@@H:25]([C@H:26]([CH3:29])[CH:27]=O)[CH2:24][CH:23]=4)[C:17]1([CH3:40])[CH3:39].[NH:41]1[CH2:46][CH2:45][CH2:44][CH2:43][CH2:42]1.C(=O)(O)[O-].[Na+]. Product: [N:41]1([CH2:29][C@H:26]([C@@H:25]2[C@:30]3([CH3:38])[C:22]([C:21]4[CH2:20][CH2:19][C@@H:18]5[C@:34]([C:33]=4[CH2:32][CH2:31]3)([CH3:37])[CH2:35][CH2:36][C@H:16]([OH:15])[C:17]5([CH3:40])[CH3:39])=[CH:23][CH2:24]2)[CH3:27])[CH2:46][CH2:45][CH2:44][CH2:43][CH2:42]1. The catalyst class is: 7. (5) Reactant: Cl[C:2]1[N:7]=[C:6]([N:8]([CH3:10])[CH3:9])[CH:5]=[C:4]([CH3:11])[N:3]=1.[CH2:12]([O:19][C:20](=[O:30])[NH:21][CH2:22][C@H:23]1[CH2:28][CH2:27][C@@H:26]([NH2:29])[CH2:25][CH2:24]1)[C:13]1[CH:18]=[CH:17][CH:16]=[CH:15][CH:14]=1.CCN(C(C)C)C(C)C.CC(O)(C)C. Product: [CH2:12]([O:19][C:20](=[O:30])[NH:21][CH2:22][C@H:23]1[CH2:28][CH2:27][C@@H:26]([NH:29][C:2]2[N:7]=[C:6]([N:8]([CH3:10])[CH3:9])[CH:5]=[C:4]([CH3:11])[N:3]=2)[CH2:25][CH2:24]1)[C:13]1[CH:14]=[CH:15][CH:16]=[CH:17][CH:18]=1. The catalyst class is: 2.